From a dataset of CYP2C19 inhibition data for predicting drug metabolism from PubChem BioAssay. Regression/Classification. Given a drug SMILES string, predict its absorption, distribution, metabolism, or excretion properties. Task type varies by dataset: regression for continuous measurements (e.g., permeability, clearance, half-life) or binary classification for categorical outcomes (e.g., BBB penetration, CYP inhibition). Dataset: cyp2c19_veith. (1) The result is 1 (inhibitor). The compound is COc1ccccc1CNc1ncncc1-c1ccccc1C(F)(F)F. (2) The molecule is CCNc1ncc2nc(-c3cc(F)cc(F)c3)c(=O)n(Cc3ccc(F)cc3)c2n1. The result is 0 (non-inhibitor). (3) The molecule is CN1CCc2cc3c(cc2[C@@H]1[C@@H]1OC(=O)c2c1ccc1c2OCO1)OCO3. The result is 1 (inhibitor). (4) The drug is Cc1oc(-c2ccccc2F)nc1CSCC(=O)NCc1ccc2c(c1)OCO2. The result is 1 (inhibitor). (5) The molecule is Cc1ncc([N+](=O)[O-])n1CCO. The result is 0 (non-inhibitor). (6) The compound is CCN1CCN(C(=S)c2ccc(Br)cc2)CC1. The result is 1 (inhibitor).